This data is from Forward reaction prediction with 1.9M reactions from USPTO patents (1976-2016). The task is: Predict the product of the given reaction. Given the reactants [Br:1][C:2]1[C:6]([Br:7])=[CH:5][S:4][CH:3]=1.[Al+3].[Cl-].[Cl-].[Cl-].[CH2:12]([CH:19]([CH2:23][CH2:24][CH2:25][CH2:26][CH2:27][CH2:28][CH2:29][CH2:30][CH3:31])[C:20](Cl)=[O:21])[CH2:13][CH2:14][CH2:15][CH2:16][CH2:17][CH3:18], predict the reaction product. The product is: [Br:1][C:2]1[C:6]([Br:7])=[CH:5][S:4][C:3]=1[C:20](=[O:21])[CH:19]([CH2:12][CH2:13][CH2:14][CH2:15][CH2:16][CH2:17][CH3:18])[CH2:23][CH2:24][CH2:25][CH2:26][CH2:27][CH2:28][CH2:29][CH2:30][CH3:31].